From a dataset of Reaction yield outcomes from USPTO patents with 853,638 reactions. Predict the reaction yield, written as a fraction of the theoretical maximum amount of product (1.0 means a 100% yield; for example, 0.34 means a 34% yield). (1) The yield is 0.0700. The product is [F:19][C:18]1[C:2]([C:29]#[C:28][C:26]([OH:30])([C:21]2[CH:22]=[CH:23][CH:24]=[CH:25][N:20]=2)[CH3:27])=[CH:3][C:4]2[C:10]3[N:11]=[C:12]([C:14]([NH2:16])=[O:15])[S:13][C:9]=3[CH2:8][CH2:7][O:6][C:5]=2[CH:17]=1. No catalyst specified. The reactants are Br[C:2]1[C:18]([F:19])=[CH:17][C:5]2[O:6][CH2:7][CH2:8][C:9]3[S:13][C:12]([C:14]([NH2:16])=[O:15])=[N:11][C:10]=3[C:4]=2[CH:3]=1.[N:20]1[CH:25]=[CH:24][CH:23]=[CH:22][C:21]=1[C:26]([OH:30])([C:28]#[CH:29])[CH3:27]. (2) The yield is 0.530. The product is [Cl:1][C:2]1[C:7]([O:8][CH3:9])=[CH:6][C:5]([O:10][CH3:11])=[C:4]([Cl:12])[C:3]=1[C:13]1[CH:33]=[N:32][C:16]2[N:17]=[C:18]([NH:21][C:22]3[C:27]([NH2:28])=[CH:26][CH:25]=[CH:24][C:23]=3[CH3:31])[N:19]=[CH:20][C:15]=2[CH:14]=1. The reactants are [Cl:1][C:2]1[C:7]([O:8][CH3:9])=[CH:6][C:5]([O:10][CH3:11])=[C:4]([Cl:12])[C:3]=1[C:13]1[CH:33]=[N:32][C:16]2[N:17]=[C:18]([NH:21][C:22]3[C:27]([N+:28]([O-])=O)=[CH:26][CH:25]=[CH:24][C:23]=3[CH3:31])[N:19]=[CH:20][C:15]=2[CH:14]=1.[Cl-].[NH4+]. The catalyst is C(O)C.O.[Fe]. (3) The reactants are Br[C:2]1[CH:3]=[C:4]([N:8]2[C:12]3=[N:13][CH:14]=[CH:15][CH:16]=[C:11]3[C:10]([C:17]([NH2:19])=[O:18])=[N:9]2)[CH:5]=[CH:6][CH:7]=1.[CH3:20][C:21]1[O:25][C:24]([C@:26]([OH:30])([C:28]#[CH:29])[CH3:27])=[N:23][N:22]=1. No catalyst specified. The product is [OH:30][C@:26]([C:24]1[O:25][C:21]([CH3:20])=[N:22][N:23]=1)([CH3:27])[C:28]#[C:29][C:2]1[CH:3]=[C:4]([N:8]2[C:12]3=[N:13][CH:14]=[CH:15][CH:16]=[C:11]3[C:10]([C:17]([NH2:19])=[O:18])=[N:9]2)[CH:5]=[CH:6][CH:7]=1. The yield is 0.370. (4) The reactants are [N+:1]([C:4]1[CH:5]=[CH:6][C:7]([N:10]2[CH2:15][CH2:14][O:13][CH2:12][CH2:11]2)=[N:8][CH:9]=1)([O-])=O. The catalyst is [Pd].CCO. The product is [O:13]1[CH2:14][CH2:15][N:10]([C:7]2[N:8]=[CH:9][C:4]([NH2:1])=[CH:5][CH:6]=2)[CH2:11][CH2:12]1. The yield is 0.880. (5) The reactants are [CH2:1]([O:3][C@@H:4]([CH2:9][C:10]1[CH:15]=[CH:14][C:13]([C:16]2[CH:20]=[C:19]([CH2:21][NH:22][CH3:23])[S:18][CH:17]=2)=[CH:12][CH:11]=1)[C:5]([O:7][CH3:8])=[O:6])[CH3:2].[CH:24]1([CH2:29][C:30](Cl)=[O:31])[CH2:28][CH2:27][CH2:26][CH2:25]1. No catalyst specified. The product is [CH:24]1([CH2:29][C:30]([CH2:23][NH:22][CH2:21][C:19]2[S:18][CH:17]=[C:16]([C:13]3[CH:14]=[CH:15][C:10]([CH2:9][C@H:4]([O:3][CH2:1][CH3:2])[C:5]([O:7][CH3:8])=[O:6])=[CH:11][CH:12]=3)[CH:20]=2)=[O:31])[CH2:28][CH2:27][CH2:26][CH2:25]1. The yield is 0.850.